From a dataset of Forward reaction prediction with 1.9M reactions from USPTO patents (1976-2016). Predict the product of the given reaction. Given the reactants [NH2:1][CH2:2][CH:3]([C:9]1([CH3:14])[O:13][CH2:12][CH2:11][O:10]1)[C:4]([O:6][CH2:7][CH3:8])=[O:5].[F:15][C:16]1[CH:26]=[CH:25][CH:24]=[C:18]2[C:19]([O:21][C:22](=O)[C:17]=12)=[O:20], predict the reaction product. The product is: [F:15][C:16]1[CH:26]=[CH:25][CH:24]=[C:18]2[C:17]=1[C:22](=[O:21])[N:1]([CH2:2][CH:3]([C:9]1([CH3:14])[O:10][CH2:11][CH2:12][O:13]1)[C:4]([O:6][CH2:7][CH3:8])=[O:5])[C:19]2=[O:20].